Dataset: NCI-60 drug combinations with 297,098 pairs across 59 cell lines. Task: Regression. Given two drug SMILES strings and cell line genomic features, predict the synergy score measuring deviation from expected non-interaction effect. (1) Drug 1: CCCS(=O)(=O)NC1=C(C(=C(C=C1)F)C(=O)C2=CNC3=C2C=C(C=N3)C4=CC=C(C=C4)Cl)F. Drug 2: B(C(CC(C)C)NC(=O)C(CC1=CC=CC=C1)NC(=O)C2=NC=CN=C2)(O)O. Cell line: A549. Synergy scores: CSS=0.232, Synergy_ZIP=-1.49, Synergy_Bliss=-6.57, Synergy_Loewe=-7.72, Synergy_HSA=-7.88. (2) Drug 1: C1=CC(=CC=C1C#N)C(C2=CC=C(C=C2)C#N)N3C=NC=N3. Synergy scores: CSS=3.05, Synergy_ZIP=0.618, Synergy_Bliss=11.8, Synergy_Loewe=-15.1, Synergy_HSA=-8.60. Cell line: MDA-MB-231. Drug 2: C1=CC=C(C=C1)NC(=O)CCCCCCC(=O)NO. (3) Drug 1: CC1CCC2CC(C(=CC=CC=CC(CC(C(=O)C(C(C(=CC(C(=O)CC(OC(=O)C3CCCCN3C(=O)C(=O)C1(O2)O)C(C)CC4CCC(C(C4)OC)O)C)C)O)OC)C)C)C)OC. Drug 2: C(CCl)NC(=O)N(CCCl)N=O. Cell line: TK-10. Synergy scores: CSS=19.6, Synergy_ZIP=-8.25, Synergy_Bliss=0.591, Synergy_Loewe=0.817, Synergy_HSA=1.12. (4) Drug 1: C1=CC(=CC=C1CCC2=CNC3=C2C(=O)NC(=N3)N)C(=O)NC(CCC(=O)O)C(=O)O. Drug 2: CCN(CC)CCCC(C)NC1=C2C=C(C=CC2=NC3=C1C=CC(=C3)Cl)OC. Cell line: UACC-257. Synergy scores: CSS=1.06, Synergy_ZIP=-3.48, Synergy_Bliss=-4.49, Synergy_Loewe=-5.89, Synergy_HSA=-4.02.